From a dataset of Forward reaction prediction with 1.9M reactions from USPTO patents (1976-2016). Predict the product of the given reaction. (1) Given the reactants [CH3:1][O:2][C:3]([C:5]1[C@@H:10]([C:11]2[CH:16]=[CH:15][C:14]([C:17]#[N:18])=[CH:13][C:12]=2[CH2:19][CH2:20][CH2:21][N:22]([CH3:24])[CH3:23])[N:9]2[C:25](=[O:28])[NH:26][N:27]=[C:8]2[N:7]([C:29]2[CH:34]=[CH:33][CH:32]=[C:31]([C:35]([F:38])([F:37])[F:36])[CH:30]=2)[C:6]=1[CH3:39])=[O:4].Br[CH2:41][CH2:42][CH2:43][S:44]([CH3:47])(=[O:46])=[O:45], predict the reaction product. The product is: [CH:3]([O-:4])=[O:2].[C:17]([C:14]1[CH:15]=[CH:16][C:11]([C@H:10]2[N:9]3[C:25](=[O:28])[NH:26][N:27]=[C:8]3[N:7]([C:29]3[CH:34]=[CH:33][CH:32]=[C:31]([C:35]([F:37])([F:36])[F:38])[CH:30]=3)[C:6]([CH3:39])=[C:5]2[C:3]([O:2][CH3:1])=[O:4])=[C:12]([CH2:19][CH2:20][CH2:21][N+:22]([CH2:41][CH2:42][CH2:43][S:44]([CH3:47])(=[O:46])=[O:45])([CH3:24])[CH3:23])[CH:13]=1)#[N:18]. (2) Given the reactants O[CH2:2][C:3]1[CH:12]=[N:11][C:10]2[N:9]3[CH2:13][CH2:14][CH2:15][C@H:8]3[C:7](=[O:16])[NH:6][C:5]=2[CH:4]=1.Cl.C([NH:20][C:21](=[O:35])[C:22]1[CH:27]=[CH:26][C:25]([N:28]2[CH2:33][CH2:32][NH:31][CH2:30][CH2:29]2)=[C:24](C)[CH:23]=1)C.[I-].C(C[P+](C)(C)C)#N.C(N(CC)C(C)C)(C)C, predict the reaction product. The product is: [O:16]=[C:7]1[NH:6][C:5]2[CH:4]=[C:3]([CH2:2][CH:29]3[CH2:30][NH:31][CH2:32][CH2:33][N:28]3[C:25]3[CH:24]=[CH:23][C:22]([C:21]([NH2:20])=[O:35])=[CH:27][CH:26]=3)[CH:12]=[N:11][C:10]=2[N:9]2[CH2:13][CH2:14][CH2:15][CH:8]12. (3) Given the reactants [NH2:1][C:2]1[CH:7]=[C:6]([Br:8])[CH:5]=[CH:4][C:3]=1[S:9][C:10]1[CH:15]=[CH:14][C:13]([OH:16])=[CH:12][CH:11]=1.C([C:19]1[C:20]([N:26]=[CH:27][N:28]([CH3:30])C)=[N:21][C:22]([CH3:25])=[CH:23][CH:24]=1)#N, predict the reaction product. The product is: [Br:8][C:6]1[CH:5]=[CH:4][C:3]([S:9][C:10]2[CH:15]=[CH:14][C:13]([OH:16])=[CH:12][CH:11]=2)=[C:2]([NH:1][C:30]2[C:19]3[CH:24]=[CH:23][C:22]([CH3:25])=[N:21][C:20]=3[N:26]=[CH:27][N:28]=2)[CH:7]=1. (4) The product is: [C:22]([NH:21][C:17]1[CH:16]=[C:15]([NH:14][C:2]2[CH:10]=[CH:9][C:5]([C:6]([OH:8])=[O:7])=[CH:4][C:3]=2[N+:11]([O-:13])=[O:12])[CH:20]=[CH:19][CH:18]=1)(=[O:24])[CH3:23]. Given the reactants F[C:2]1[CH:10]=[CH:9][C:5]([C:6]([OH:8])=[O:7])=[CH:4][C:3]=1[N+:11]([O-:13])=[O:12].[NH2:14][C:15]1[CH:16]=[C:17]([NH:21][C:22](=[O:24])[CH3:23])[CH:18]=[CH:19][CH:20]=1.CCN(CC)CC, predict the reaction product. (5) Given the reactants [OH:1][C:2]1[C:3](=[O:13])[NH:4][CH:5]=[CH:6][C:7]=1[C:8]([O:10][CH2:11][CH3:12])=[O:9].C(=O)([O-])[O-].[Cs+].[Cs+].Br[CH2:21][CH:22]1[CH2:24][CH2:23]1, predict the reaction product. The product is: [CH:22]1([CH2:21][N:4]2[CH:5]=[CH:6][C:7]([C:8]([O:10][CH2:11][CH3:12])=[O:9])=[C:2]([OH:1])[C:3]2=[O:13])[CH2:24][CH2:23]1. (6) Given the reactants [CH3:1][C:2]1[N:3]([C:8]2[CH:12]=[C:11]([C:13]([N:15]([O:17][CH3:18])[CH3:16])=[O:14])[NH:10][N:9]=2)[C:4]([CH3:7])=[CH:5][CH:6]=1.Cl[CH2:20][CH2:21][NH:22][C:23](=[O:29])[O:24][C:25]([CH3:28])([CH3:27])[CH3:26].C([O-])([O-])=O.[Na+].[Na+].CN(C=O)C, predict the reaction product. The product is: [CH3:1][C:2]1[N:3]([C:8]2[CH:12]=[C:11]([C:13](=[O:14])[N:15]([O:17][CH3:18])[CH3:16])[N:10]([CH2:20][CH2:21][NH:22][C:23](=[O:29])[O:24][C:25]([CH3:28])([CH3:27])[CH3:26])[N:9]=2)[C:4]([CH3:7])=[CH:5][CH:6]=1. (7) Given the reactants FC1C=C(F)C=CC=1C1C=C(CN2C(=O)C3=CC=CC=C3C2=O)C(=O)N(CC(C)C)N=1.[C:32]([C:35]1[C:36](=[O:59])[N:37]([CH2:49][CH:50]=[CH:51][C:52]2[CH:57]=[CH:56][C:55]([Cl:58])=[CH:54][CH:53]=2)[N:38]=[C:39]([C:41]2[CH:46]=[CH:45][C:44]([F:47])=[C:43]([CH3:48])[CH:42]=2)[CH:40]=1)(O)=[O:33], predict the reaction product. The product is: [Cl:58][C:55]1[CH:54]=[CH:53][C:52]([CH:51]=[CH:50][CH2:49][N:37]2[C:36](=[O:59])[C:35]([CH2:32][OH:33])=[CH:40][C:39]([C:41]3[CH:46]=[CH:45][C:44]([F:47])=[C:43]([CH3:48])[CH:42]=3)=[N:38]2)=[CH:57][CH:56]=1. (8) Given the reactants Br[C:2]1[S:3][C:4]2[CH2:5][C:6]3[C:12]([C:13]4[CH:18]=[CH:17][C:16]([O:19][CH3:20])=[CH:15][CH:14]=4)=[N:11][N:10]([CH2:21][O:22][CH2:23][CH2:24][Si:25]([CH3:28])([CH3:27])[CH3:26])[C:7]=3[C:8]=2[CH:9]=1.[F:29][C:30]1[CH:31]=[C:32](B2OC(C)(C)C(C)(C)O2)[CH:33]=[CH:34][C:35]=1[F:36].C([O-])([O-])=O.[Na+].[Na+], predict the reaction product. The product is: [F:29][C:30]1[CH:31]=[C:32]([C:2]2[S:3][C:4]3[CH2:5][C:6]4[C:12]([C:13]5[CH:18]=[CH:17][C:16]([O:19][CH3:20])=[CH:15][CH:14]=5)=[N:11][N:10]([CH2:21][O:22][CH2:23][CH2:24][Si:25]([CH3:26])([CH3:28])[CH3:27])[C:7]=4[C:8]=3[CH:9]=2)[CH:33]=[CH:34][C:35]=1[F:36].